From a dataset of NCI-60 drug combinations with 297,098 pairs across 59 cell lines. Regression. Given two drug SMILES strings and cell line genomic features, predict the synergy score measuring deviation from expected non-interaction effect. (1) Drug 1: CN(C)N=NC1=C(NC=N1)C(=O)N. Drug 2: B(C(CC(C)C)NC(=O)C(CC1=CC=CC=C1)NC(=O)C2=NC=CN=C2)(O)O. Cell line: HL-60(TB). Synergy scores: CSS=28.3, Synergy_ZIP=5.60, Synergy_Bliss=5.66, Synergy_Loewe=11.1, Synergy_HSA=11.1. (2) Drug 1: CC(C1=C(C=CC(=C1Cl)F)Cl)OC2=C(N=CC(=C2)C3=CN(N=C3)C4CCNCC4)N. Drug 2: C1=CC(=C2C(=C1NCCNCCO)C(=O)C3=C(C=CC(=C3C2=O)O)O)NCCNCCO. Cell line: NCI-H522. Synergy scores: CSS=61.3, Synergy_ZIP=12.2, Synergy_Bliss=14.3, Synergy_Loewe=-5.07, Synergy_HSA=14.7. (3) Drug 1: CCC1=CC2CC(C3=C(CN(C2)C1)C4=CC=CC=C4N3)(C5=C(C=C6C(=C5)C78CCN9C7C(C=CC9)(C(C(C8N6C)(C(=O)OC)O)OC(=O)C)CC)OC)C(=O)OC.C(C(C(=O)O)O)(C(=O)O)O. Drug 2: CS(=O)(=O)CCNCC1=CC=C(O1)C2=CC3=C(C=C2)N=CN=C3NC4=CC(=C(C=C4)OCC5=CC(=CC=C5)F)Cl. Cell line: OVCAR-5. Synergy scores: CSS=55.1, Synergy_ZIP=4.71, Synergy_Bliss=7.86, Synergy_Loewe=-20.3, Synergy_HSA=7.64. (4) Drug 1: C1C(C(OC1N2C=C(C(=O)NC2=O)F)CO)O. Drug 2: B(C(CC(C)C)NC(=O)C(CC1=CC=CC=C1)NC(=O)C2=NC=CN=C2)(O)O. Cell line: MALME-3M. Synergy scores: CSS=54.8, Synergy_ZIP=-0.618, Synergy_Bliss=-0.240, Synergy_Loewe=-0.299, Synergy_HSA=-0.260. (5) Drug 1: CN1CCC(CC1)COC2=C(C=C3C(=C2)N=CN=C3NC4=C(C=C(C=C4)Br)F)OC. Drug 2: CC12CCC(CC1=CCC3C2CCC4(C3CC=C4C5=CN=CC=C5)C)O. Cell line: 786-0. Synergy scores: CSS=4.91, Synergy_ZIP=-3.43, Synergy_Bliss=-1.04, Synergy_Loewe=-3.43, Synergy_HSA=-0.596. (6) Drug 1: C1=C(C(=O)NC(=O)N1)N(CCCl)CCCl. Drug 2: C1=CC(=CC=C1C#N)C(C2=CC=C(C=C2)C#N)N3C=NC=N3. Cell line: NCI-H226. Synergy scores: CSS=6.70, Synergy_ZIP=-5.46, Synergy_Bliss=-2.62, Synergy_Loewe=-4.11, Synergy_HSA=-2.33.